From a dataset of Peptide-MHC class II binding affinity with 134,281 pairs from IEDB. Regression. Given a peptide amino acid sequence and an MHC pseudo amino acid sequence, predict their binding affinity value. This is MHC class II binding data. (1) The peptide sequence is REYAAVAEELGALLA. The MHC is DRB1_1101 with pseudo-sequence DRB1_1101. The binding affinity (normalized) is 0.291. (2) The peptide sequence is DDKFLANVSTVLTGK. The MHC is DRB3_0202 with pseudo-sequence DRB3_0202. The binding affinity (normalized) is 0.870.